From a dataset of Forward reaction prediction with 1.9M reactions from USPTO patents (1976-2016). Predict the product of the given reaction. (1) Given the reactants C([O:8][C:9]1[CH:14]=[CH:13][C:12]([C@@H:15]([O:52][Si:53]([C:56]([CH3:59])([CH3:58])[CH3:57])([CH3:55])[CH3:54])[CH2:16][NH:17][CH2:18][CH2:19][CH2:20][CH2:21][CH2:22][CH2:23][O:24][CH2:25][CH2:26][CH2:27][CH2:28][C:29]2[CH:34]=[CH:33][C:32]([OH:35])=[C:31]([C@@H:36]([C:46]3[CH:51]=[CH:50][CH:49]=[CH:48][CH:47]=3)[CH2:37][CH2:38][N:39]([CH:43]([CH3:45])[CH3:44])[CH:40]([CH3:42])[CH3:41])[CH:30]=2)=[CH:11][C:10]=1[NH:60][S:61]([CH3:64])(=[O:63])=[O:62])C1C=CC=CC=1.C([O-])=O.[NH4+], predict the reaction product. The product is: [NH3:17].[Si:53]([O:52][C@H:15]([C:12]1[CH:13]=[CH:14][C:9]([OH:8])=[C:10]([NH:60][S:61]([CH3:64])(=[O:62])=[O:63])[CH:11]=1)[CH2:16][NH:17][CH2:18][CH2:19][CH2:20][CH2:21][CH2:22][CH2:23][O:24][CH2:25][CH2:26][CH2:27][CH2:28][C:29]1[CH:34]=[CH:33][C:32]([OH:35])=[C:31]([C@@H:36]([C:46]2[CH:47]=[CH:48][CH:49]=[CH:50][CH:51]=2)[CH2:37][CH2:38][N:39]([CH:40]([CH3:42])[CH3:41])[CH:43]([CH3:45])[CH3:44])[CH:30]=1)([C:56]([CH3:59])([CH3:57])[CH3:58])([CH3:55])[CH3:54]. (2) Given the reactants [CH2:1]([O:3][P:4]([CH2:9][C:10]1[CH:15]=[CH:14][C:13]([NH:16][C:17]2[N:22]=[C:21](Cl)[C:20]([C:24]([F:27])([F:26])[F:25])=[CH:19][N:18]=2)=[C:12]([O:28][CH3:29])[CH:11]=1)(=[O:8])[O:5][CH2:6][CH3:7])[CH3:2].[NH2:30][C:31]1[CH:32]=[CH:33][C:34]([N:42]2[CH2:47][CH2:46][O:45][CH2:44][CH2:43]2)=[C:35]2[C:39]=1[C:38](=[O:40])[N:37]([CH3:41])[CH2:36]2, predict the reaction product. The product is: [CH2:1]([O:3][P:4]([CH2:9][C:10]1[CH:15]=[CH:14][C:13]([NH:16][C:17]2[N:22]=[C:21]([NH:30][C:31]3[CH:32]=[CH:33][C:34]([N:42]4[CH2:47][CH2:46][O:45][CH2:44][CH2:43]4)=[C:35]4[C:39]=3[C:38](=[O:40])[N:37]([CH3:41])[CH2:36]4)[C:20]([C:24]([F:27])([F:26])[F:25])=[CH:19][N:18]=2)=[C:12]([O:28][CH3:29])[CH:11]=1)(=[O:8])[O:5][CH2:6][CH3:7])[CH3:2]. (3) Given the reactants [NH2:1][C:2]1[C:3](=[O:21])[NH:4][C:5](=[S:20])[N:6]([CH2:9][CH2:10][C:11]2[NH:15][C:14]3[CH:16]=[CH:17][CH:18]=[CH:19][C:13]=3[N:12]=2)[C:7]=1[NH2:8].[C:22](O)(=O)C.C(N)=N, predict the reaction product. The product is: [NH:12]1[C:13]2[CH:19]=[CH:18][CH:17]=[CH:16][C:14]=2[N:15]=[C:11]1[CH2:10][CH2:9][N:6]1[C:7]2[N:8]=[CH:22][NH:1][C:2]=2[C:3](=[O:21])[NH:4][C:5]1=[S:20]. (4) Given the reactants [H-].[Al+3].[Li+].[H-].[H-].[H-].[CH3:7][O:8][CH2:9][CH2:10][S:11][CH2:12][C:13]1[CH:18]=[CH:17][C:16]([C@@H:19]2[C@@H:24]([O:25][CH2:26][C:27]3[CH:28]=[CH:29][C:30]4[O:35][CH2:34][CH2:33][N:32]([CH2:36][CH2:37][CH2:38][O:39][CH3:40])[C:31]=4[CH:41]=3)[CH2:23][N:22](S(C3C=CC(C)=CC=3)(=O)=O)[CH2:21][C@H:20]2[O:52][CH2:53][C@H:54]([OH:56])[CH3:55])=[CH:15][CH:14]=1.O.[OH-].[Na+], predict the reaction product. The product is: [CH3:7][O:8][CH2:9][CH2:10][S:11][CH2:12][C:13]1[CH:18]=[CH:17][C:16]([C@@H:19]2[C@@H:24]([O:25][CH2:26][C:27]3[CH:28]=[CH:29][C:30]4[O:35][CH2:34][CH2:33][N:32]([CH2:36][CH2:37][CH2:38][O:39][CH3:40])[C:31]=4[CH:41]=3)[CH2:23][NH:22][CH2:21][C@H:20]2[O:52][CH2:53][C@H:54]([OH:56])[CH3:55])=[CH:15][CH:14]=1. (5) Given the reactants C[O:2][C:3]1[CH:8]=[CH:7][C:6]([C:9]2[C:17]3[C:12](=[C:13]([C:18]([F:21])([F:20])[F:19])[CH:14]=[CH:15][CH:16]=3)[N:11]([CH2:22][CH2:23][CH3:24])[N:10]=2)=[CH:5][CH:4]=1.B(Br)(Br)Br.C1CCCCC=1, predict the reaction product. The product is: [CH2:22]([N:11]1[C:12]2[C:17](=[CH:16][CH:15]=[CH:14][C:13]=2[C:18]([F:21])([F:20])[F:19])[C:9]([C:6]2[CH:5]=[CH:4][C:3]([OH:2])=[CH:8][CH:7]=2)=[N:10]1)[CH2:23][CH3:24]. (6) Given the reactants Cl.[CH3:2][NH:3][O:4][CH3:5].[CH3:6][O:7][C:8]1[CH:13]=[CH:12][CH:11]=[CH:10][C:9]=1[S:14]([N:17]([CH3:36])[C:18]1[CH:19]=[CH:20][CH:21]=[C:22]2[C:26]=1[NH:25][C:24]([C:27]1[S:28][CH:29]([CH2:32][C:33](O)=[O:34])[CH2:30][N:31]=1)=[CH:23]2)(=[O:16])=[O:15].N1(O)C2C=CC=CC=2N=N1.Cl.CN(C)CCCN=C=NCC, predict the reaction product. The product is: [CH3:5][O:4][N:3]([CH3:2])[C:33](=[O:34])[CH2:32][CH:29]1[S:28][C:27]([C:24]2[NH:25][C:26]3[C:22]([CH:23]=2)=[CH:21][CH:20]=[CH:19][C:18]=3[N:17]([S:14]([C:9]2[CH:10]=[CH:11][CH:12]=[CH:13][C:8]=2[O:7][CH3:6])(=[O:15])=[O:16])[CH3:36])=[N:31][CH2:30]1. (7) Given the reactants [Si:1]([O:8][CH2:9][C:10]1[C:18]2[O:17][N:16]=[C:15]([CH2:19][CH2:20][CH:21]3[CH2:26][CH2:25][N:24]([C:27]([O:29][C:30]([CH3:33])([CH3:32])[CH3:31])=[O:28])[CH2:23][CH2:22]3)[C:14]=2[CH:13]=[CH:12][C:11]=1[CH2:34][CH2:35][OH:36])([C:4]([CH3:7])([CH3:6])[CH3:5])([CH3:3])[CH3:2].[CH3:37]I.[H-].[Na+].[Cl-].[NH4+], predict the reaction product. The product is: [Si:1]([O:8][CH2:9][C:10]1[C:18]2[O:17][N:16]=[C:15]([CH2:19][CH2:20][CH:21]3[CH2:22][CH2:23][N:24]([C:27]([O:29][C:30]([CH3:33])([CH3:32])[CH3:31])=[O:28])[CH2:25][CH2:26]3)[C:14]=2[CH:13]=[CH:12][C:11]=1[CH2:34][CH2:35][O:36][CH3:37])([C:4]([CH3:5])([CH3:7])[CH3:6])([CH3:2])[CH3:3]. (8) Given the reactants Br[C:2]1[N:3]=[CH:4][C:5]([NH:8][C:9](=[O:26])[CH:10]([NH:14][C:15](=[O:25])[CH2:16][C:17]2[CH:22]=[C:21]([F:23])[CH:20]=[C:19]([F:24])[CH:18]=2)[CH2:11][CH2:12][CH3:13])=[N:6][CH:7]=1.[NH:27]1[CH2:32][CH2:31][O:30][CH2:29][CH2:28]1, predict the reaction product. The product is: [N:27]1([C:2]2[N:3]=[CH:4][C:5]([NH:8][C:9](=[O:26])[CH:10]([NH:14][C:15](=[O:25])[CH2:16][C:17]3[CH:22]=[C:21]([F:23])[CH:20]=[C:19]([F:24])[CH:18]=3)[CH2:11][CH2:12][CH3:13])=[N:6][CH:7]=2)[CH2:32][CH2:31][O:30][CH2:29][CH2:28]1.